This data is from Reaction yield outcomes from USPTO patents with 853,638 reactions. The task is: Predict the reaction yield, written as a fraction of the theoretical maximum amount of product (1.0 means a 100% yield; for example, 0.34 means a 34% yield). (1) The reactants are CN(C)CCN(C)C.C(=O)=O.C([Li])(CC)C.C1CCCCC1.[Cl:23][C:24]1[CH:25]=[C:26]([CH:30]=[CH:31][C:32]=1[F:33])[C:27]([OH:29])=[O:28].[Cl:34]C(Cl)(Cl)C(Cl)(Cl)Cl. The catalyst is O1CCCC1.O. The product is [Cl:34][C:25]1[C:24]([Cl:23])=[C:32]([F:33])[CH:31]=[CH:30][C:26]=1[C:27]([OH:29])=[O:28]. The yield is 0.700. (2) The catalyst is O1CCCC1.CO. The reactants are [Cl:1][C:2]1[CH:3]=[N:4][N:5]([CH3:42])[C:6]=1[C:7]1[CH:8]=[C:9]([C:15]([NH:17][C@@H:18]([CH2:31][C:32]2[CH:37]=[CH:36][CH:35]=[CH:34][C:33]=2[C:38]([F:41])([F:40])[F:39])[CH2:19][N:20]2C(=O)C3C(=CC=CC=3)C2=O)=[O:16])[S:10][C:11]=1[CH2:12][CH2:13][CH3:14].NN. The product is [NH2:20][CH2:19][C@@H:18]([NH:17][C:15]([C:9]1[S:10][C:11]([CH2:12][CH2:13][CH3:14])=[C:7]([C:6]2[N:5]([CH3:42])[N:4]=[CH:3][C:2]=2[Cl:1])[CH:8]=1)=[O:16])[CH2:31][C:32]1[CH:37]=[CH:36][CH:35]=[CH:34][C:33]=1[C:38]([F:41])([F:40])[F:39]. The yield is 0.800.